From a dataset of Peptide-MHC class I binding affinity with 185,985 pairs from IEDB/IMGT. Regression. Given a peptide amino acid sequence and an MHC pseudo amino acid sequence, predict their binding affinity value. This is MHC class I binding data. (1) The MHC is HLA-A02:11 with pseudo-sequence HLA-A02:11. The peptide sequence is GVPELGAFF. The binding affinity (normalized) is 0.0847. (2) The peptide sequence is FQPQNGRFI. The MHC is H-2-Db with pseudo-sequence H-2-Db. The binding affinity (normalized) is 0.391. (3) The peptide sequence is HPASRLFPF. The MHC is HLA-B35:01 with pseudo-sequence HLA-B35:01. The binding affinity (normalized) is 1.00. (4) The peptide sequence is TFIRTSLSLD. The MHC is HLA-A30:01 with pseudo-sequence HLA-A30:01. The binding affinity (normalized) is 0.172.